From a dataset of Full USPTO retrosynthesis dataset with 1.9M reactions from patents (1976-2016). Predict the reactants needed to synthesize the given product. Given the product [NH2:18][N:7]1[C:8]2[C:4](=[CH:3][C:2]([F:1])=[CH:10][CH:9]=2)[C:5]([CH2:11][C:12]([CH3:15])([OH:14])[CH3:13])=[CH:6]1, predict the reactants needed to synthesize it. The reactants are: [F:1][C:2]1[CH:3]=[C:4]2[C:8](=[CH:9][CH:10]=1)[NH:7][CH:6]=[C:5]2[CH2:11][C:12]([CH3:15])([OH:14])[CH3:13].[H-].[Na+].[NH2:18]OS(O)(=O)=O.